Predict the reaction yield, written as a fraction of the theoretical maximum amount of product (1.0 means a 100% yield; for example, 0.34 means a 34% yield). From a dataset of Reaction yield outcomes from USPTO patents with 853,638 reactions. The reactants are O=P12OP3(OP(OP(O3)(O1)=O)(=O)O2)=O.[C:15]1([CH2:21][CH2:22][NH:23][CH:24]=O)[CH:20]=[CH:19][CH:18]=[CH:17][CH:16]=1.[OH-].[Na+]. The catalyst is O. The product is [CH:24]1[C:20]2[C:15](=[CH:16][CH:17]=[CH:18][CH:19]=2)[CH2:21][CH2:22][N:23]=1. The yield is 0.740.